From a dataset of Reaction yield outcomes from USPTO patents with 853,638 reactions. Predict the reaction yield, written as a fraction of the theoretical maximum amount of product (1.0 means a 100% yield; for example, 0.34 means a 34% yield). The reactants are Cl.[C:2](Cl)(=[O:9])[C:3]1[CH:8]=[CH:7][N:6]=[CH:5][CH:4]=1.C(N(CC)CC)C.ClCCl.[F:21][C:22]([F:31])([F:30])[C:23]1[CH:24]=[C:25]([CH:27]=[CH:28][CH:29]=1)[NH2:26]. The catalyst is O. The product is [F:21][C:22]([F:30])([F:31])[C:23]1[CH:24]=[C:25]([NH:26][C:2](=[O:9])[C:3]2[CH:8]=[CH:7][N:6]=[CH:5][CH:4]=2)[CH:27]=[CH:28][CH:29]=1. The yield is 0.483.